From a dataset of Forward reaction prediction with 1.9M reactions from USPTO patents (1976-2016). Predict the product of the given reaction. (1) Given the reactants [CH3:1][CH:2]1[CH2:4][N:3]1[S:5]([C:8]1[C:13]([CH3:14])=[CH:12][C:11]([CH3:15])=[CH:10][C:9]=1[CH3:16])(=[O:7])=[O:6].[C:17]([O-:20])(=[S:19])[CH3:18].[K+], predict the reaction product. The product is: [C:17]([S:19][CH2:4][CH:2]([NH:3][S:5]([C:8]1[C:13]([CH3:14])=[CH:12][C:11]([CH3:15])=[CH:10][C:9]=1[CH3:16])(=[O:7])=[O:6])[CH3:1])(=[O:20])[CH3:18]. (2) Given the reactants [NH2:1][C:2]1[CH:6]=[CH:5][S:4][C:3]=1[C:7]([O:9][CH3:10])=[O:8].[OH-].[K+].ClC(OC(Cl)(Cl)Cl)=[O:15], predict the reaction product. The product is: [NH:1]1[C:2]2[CH:6]=[CH:5][S:4][C:3]=2[C:7](=[O:8])[O:9][C:10]1=[O:15]. (3) The product is: [C:10]([O:5][CH2:4][CH:3]([CH2:1][CH3:2])[CH2:6][CH2:7][CH2:8][CH3:9])(=[O:13])[CH:11]=[CH2:12]. Given the reactants [CH2:1]([CH:3]([CH2:6][CH2:7][CH2:8][CH3:9])[CH2:4][OH:5])[CH3:2].[C:10](O)(=[O:13])[CH:11]=[CH2:12].S(=O)(=O)(O)O.C1C2NC3C(=CC=CC=3)SC=2C=CC=1, predict the reaction product. (4) The product is: [CH3:15][O:16][C:17]1[C:22]([NH:23][CH2:10][CH2:9][C:6]2[CH:7]=[CH:8][C:3]([C:2]([F:14])([F:13])[F:1])=[CH:4][CH:5]=2)=[CH:21][CH:20]=[CH:19][N:18]=1. Given the reactants [F:1][C:2]([F:14])([F:13])[C:3]1[CH:8]=[CH:7][C:6]([CH2:9][C:10](O)=O)=[CH:5][CH:4]=1.[CH3:15][O:16][C:17]1[C:22]([NH2:23])=[CH:21][CH:20]=[CH:19][N:18]=1, predict the reaction product.